Dataset: Forward reaction prediction with 1.9M reactions from USPTO patents (1976-2016). Task: Predict the product of the given reaction. (1) Given the reactants [CH:1]1([N:4]2[C:8]([C:9]([N:11]3[CH2:16][CH2:15][CH:14]([N:17]4[CH2:21][CH2:20][CH2:19][CH2:18]4)[CH2:13][CH2:12]3)=[O:10])=[C:7](I)[N:6]=[C:5]2[C:23]2[CH:28]=[CH:27][CH:26]=[C:25]([C:29]([F:32])([F:31])[F:30])[CH:24]=2)[CH2:3][CH2:2]1.[N:33]1[CH:38]=[C:37](B(O)O)[CH:36]=[N:35][CH:34]=1, predict the reaction product. The product is: [CH:1]1([N:4]2[C:8]([C:9]([N:11]3[CH2:16][CH2:15][CH:14]([N:17]4[CH2:21][CH2:20][CH2:19][CH2:18]4)[CH2:13][CH2:12]3)=[O:10])=[C:7]([C:37]3[CH:38]=[N:33][CH:34]=[N:35][CH:36]=3)[N:6]=[C:5]2[C:23]2[CH:28]=[CH:27][CH:26]=[C:25]([C:29]([F:32])([F:31])[F:30])[CH:24]=2)[CH2:3][CH2:2]1. (2) Given the reactants [F:1][C:2]1[CH:3]=[C:4]2[C:22](=[CH:23][CH:24]=1)[O:21][CH2:20][CH2:19][NH:18][CH2:17][C:16]1=[C:25]3[N:26]=[C:10]([CH:11]=[CH:12][N:13]3[N:14]=[CH:15]1)[N:9]1[C@@H:5]2[CH2:6][CH2:7][CH2:8]1.Br[CH2:28][C:29]([OH:31])=[O:30].[OH-].[Na+], predict the reaction product. The product is: [F:1][C:2]1[CH:3]=[C:4]2[C:22](=[CH:23][CH:24]=1)[O:21][CH2:20][CH2:19][N:18]([CH2:28][C:29]([OH:31])=[O:30])[CH2:17][C:16]1=[C:25]3[N:26]=[C:10]([CH:11]=[CH:12][N:13]3[N:14]=[CH:15]1)[N:9]1[C@@H:5]2[CH2:6][CH2:7][CH2:8]1.